Dataset: Full USPTO retrosynthesis dataset with 1.9M reactions from patents (1976-2016). Task: Predict the reactants needed to synthesize the given product. (1) Given the product [F:11][C:12]1[CH:17]=[CH:16][C:15]([C:2]2[CH:3]=[CH:4][C:5]([C:8](=[O:10])[CH3:9])=[N:6][CH:7]=2)=[CH:14][CH:13]=1, predict the reactants needed to synthesize it. The reactants are: Br[C:2]1[CH:3]=[CH:4][C:5]([C:8](=[O:10])[CH3:9])=[N:6][CH:7]=1.[F:11][C:12]1[CH:17]=[CH:16][C:15](B(O)O)=[CH:14][CH:13]=1.C(=O)([O-])[O-].[Na+].[Na+]. (2) Given the product [Cl:1][C:2]1[C:3]([O:30][C@H:31]2[CH2:36][C:35]([F:38])([F:37])[CH2:34][CH2:33][C@@H:32]2[C:39]2[NH:43][N:42]=[CH:41][CH:40]=2)=[CH:4][C:5]([F:29])=[C:6]([S:8]([NH:11][C:12]2[CH:17]=[CH:16][N:15]=[CH:14][N:13]=2)(=[O:9])=[O:10])[CH:7]=1, predict the reactants needed to synthesize it. The reactants are: [Cl:1][C:2]1[C:3]([O:30][C@H:31]2[CH2:36][C:35]([F:38])([F:37])[CH2:34][CH2:33][C@@H:32]2[C:39]2[N:43](COCCOC)[N:42]=[CH:41][CH:40]=2)=[CH:4][C:5]([F:29])=[C:6]([S:8]([N:11](CC2C=CC(OC)=CC=2OC)[C:12]2[CH:17]=[CH:16][N:15]=[CH:14][N:13]=2)(=[O:10])=[O:9])[CH:7]=1.C([SiH](CC)CC)C.FC(F)(F)C(O)=O.Cl. (3) Given the product [C:18]([S:22][C:23]([C:25]1[N:26]2[C@H:29]([S:30](=[O:35])(=[O:34])[CH:31]([S:7][C:6]3[N:2]([CH3:1])[N:3]=[N:4][N:5]=3)[C:32]=1[CH3:33])[C@@H:28]([O:36][CH3:37])[C:27]2=[O:38])=[O:24])([CH3:21])([CH3:19])[CH3:20], predict the reactants needed to synthesize it. The reactants are: [CH3:1][N:2]1[C:6]([S:7]S(C2C=CC(C)=CC=2)(=O)=O)=[N:5][N:4]=[N:3]1.[C:18]([S:22][C:23]([C:25]1[N:26]2[C@H:29]([S:30](=[O:35])(=[O:34])[CH2:31][C:32]=1[CH3:33])[C@@H:28]([O:36][CH3:37])[C:27]2=[O:38])=[O:24])([CH3:21])([CH3:20])[CH3:19].N12CCCC1=NCCC2.CCOC(C)=O. (4) Given the product [CH:1]1([C:5]2[C:12]([C:13]3[NH:17][C:16]([O:18][CH2:19][CH3:20])=[N:15][N:14]=3)=[CH:11][C:8]([C:9]([NH2:10])=[O:23])=[C:7]([CH3:21])[CH:6]=2)[CH2:2][CH2:3][CH2:4]1, predict the reactants needed to synthesize it. The reactants are: [CH:1]1([C:5]2[C:12]([C:13]3[NH:17][C:16]([O:18][CH2:19][CH3:20])=[N:15][N:14]=3)=[CH:11][C:8]([C:9]#[N:10])=[C:7]([CH3:21])[CH:6]=2)[CH2:4][CH2:3][CH2:2]1.[NH4+].[OH-:23].OO. (5) The reactants are: [C:1]([C:5]1[CH:6]=[C:7]([CH:15]=[C:16]([C:18]([CH3:21])([CH3:20])[CH3:19])[CH:17]=1)[CH:8]=[C:9]1[CH2:13][CH2:12][CH2:11][C:10]1=[O:14])([CH3:4])([CH3:3])[CH3:2].[Cl-:22].[CH3:23][N+:24](=[CH2:26])[CH3:25]. Given the product [ClH:22].[C:1]([C:5]1[CH:6]=[C:7]([CH:15]=[C:16]([C:18]([CH3:21])([CH3:20])[CH3:19])[CH:17]=1)[CH:8]=[C:9]1[CH2:13][CH2:12][CH:11]([CH2:23][N:24]([CH3:26])[CH3:25])[C:10]1=[O:14])([CH3:4])([CH3:3])[CH3:2], predict the reactants needed to synthesize it. (6) Given the product [NH:24]1[C:25]2[C:21](=[C:20]([C:18]3[CH:17]=[C:16]4[C:12]([CH:13]=[N:14][NH:15]4)=[C:11]([NH:10][C:8]([C:3]4[C:2]([C:29]([CH3:31])=[CH2:30])=[CH:7][CH:6]=[CH:5][N:4]=4)=[O:9])[CH:19]=3)[CH:28]=[CH:27][CH:26]=2)[CH:22]=[CH:23]1, predict the reactants needed to synthesize it. The reactants are: Br[C:2]1[C:3]([C:8]([NH:10][C:11]2[CH:19]=[C:18]([C:20]3[CH:28]=[CH:27][CH:26]=[C:25]4[C:21]=3[CH:22]=[CH:23][NH:24]4)[CH:17]=[C:16]3[C:12]=2[CH:13]=[N:14][NH:15]3)=[O:9])=[N:4][CH:5]=[CH:6][CH:7]=1.[C:29](B(O)O)([CH3:31])=[CH2:30].C([O-])([O-])=O.[Na+].[Na+].